The task is: Predict the reaction yield, written as a fraction of the theoretical maximum amount of product (1.0 means a 100% yield; for example, 0.34 means a 34% yield).. This data is from Reaction yield outcomes from USPTO patents with 853,638 reactions. (1) The reactants are N(C(C)(C)C#N)=NC(C)(C)C#N.C(#N)C.[CH3:16][C:17]1[CH:26]=[C:25]2[C:20]([CH:21]=[CH:22][C:23]([C:27]#[N:28])=[CH:24]2)=[CH:19][CH:18]=1.[Br:29]N1C(=O)CCC1=O. The catalyst is C1(C)C=CC=CC=1.O. The product is [Br:29][CH2:16][C:17]1[CH:26]=[C:25]2[C:20]([CH:21]=[CH:22][C:23]([C:27]#[N:28])=[CH:24]2)=[CH:19][CH:18]=1. The yield is 0.780. (2) The reactants are [F:1][C:2]1[CH:10]=[CH:9][CH:8]=[C:7]([O:11][CH3:12])[C:3]=1[C:4]([OH:6])=O.C(Cl)(=O)C(Cl)=O.[OH:19][CH2:20][CH:21]1[NH:26][CH2:25][CH2:24][N:23]([C:27]([O:29][C:30]([CH3:33])([CH3:32])[CH3:31])=[O:28])[CH2:22]1.C(N(CC)CC)C. The catalyst is ClCCl.CN(C)C=O.O1CCCC1.CN(C)C=O.O. The product is [F:1][C:2]1[CH:10]=[CH:9][CH:8]=[C:7]([O:11][CH3:12])[C:3]=1[C:4]([N:26]1[CH2:25][CH2:24][N:23]([C:27]([O:29][C:30]([CH3:31])([CH3:32])[CH3:33])=[O:28])[CH2:22][CH:21]1[CH2:20][OH:19])=[O:6]. The yield is 0.450. (3) The reactants are [H-].[Al+3].[Li+].[H-].[H-].[H-].C[O:8][C:9](=O)[CH2:10][CH2:11][CH2:12][C:13]1[CH:18]=[CH:17][C:16]([CH2:19][CH2:20][O:21][C:22]2[C:31]3[C:26](=[CH:27][CH:28]=[CH:29][CH:30]=3)[N:25]=[CH:24][N:23]=2)=[CH:15][CH:14]=1.CCCCC.C(OCC)(=O)C. The catalyst is C(OCC)C.ClCCl.[O-2].[Mn+4].[O-2]. The product is [N:25]1[C:26]2[C:31](=[CH:30][CH:29]=[CH:28][CH:27]=2)[C:22]([O:21][CH2:20][CH2:19][C:16]2[CH:15]=[CH:14][C:13]([CH2:12][CH2:11][CH2:10][CH2:9][OH:8])=[CH:18][CH:17]=2)=[N:23][CH:24]=1. The yield is 0.490. (4) The reactants are [CH3:1][S:2]([O:5][CH:6]1[CH2:9][N:8](C(C2C=CC=CC=2)C2C=CC=CC=2)[CH2:7]1)(=[O:4])=[O:3].[Cl:23]CCOC(Cl)=O. The catalyst is ClCCl. The product is [ClH:23].[CH3:1][S:2]([O:5][CH:6]1[CH2:9][NH:8][CH2:7]1)(=[O:4])=[O:3]. The yield is 1.00. (5) The catalyst is C(Cl)Cl. The yield is 0.600. The product is [CH2:29]([NH:31][C:32]([NH:17][CH2:16][C:9]1[C:10]2[C:15](=[CH:14][CH:13]=[CH:12][CH:11]=2)[C:6](/[CH:5]=[CH:4]/[CH:3]([C:18]2[CH:19]=[C:20]([Cl:26])[C:21]([Cl:25])=[C:22]([Cl:24])[CH:23]=2)[C:2]([F:1])([F:27])[F:28])=[CH:7][CH:8]=1)=[O:33])[CH3:30]. The reactants are [F:1][C:2]([F:28])([F:27])[CH:3]([C:18]1[CH:23]=[C:22]([Cl:24])[C:21]([Cl:25])=[C:20]([Cl:26])[CH:19]=1)/[CH:4]=[CH:5]/[C:6]1[C:15]2[C:10](=[CH:11][CH:12]=[CH:13][CH:14]=2)[C:9]([CH2:16][NH2:17])=[CH:8][CH:7]=1.[CH2:29]([N:31]=[C:32]=[O:33])[CH3:30]. (6) The catalyst is ClCCl. The yield is 0.880. The reactants are [N+:1]([C:4]1[CH:5]=[C:6]([OH:10])[CH:7]=[CH:8][CH:9]=1)([O-:3])=[O:2].[O:11]1[CH:16]=[CH:15][CH2:14][CH2:13][CH2:12]1.C1(C)C=CC(S([O-])(=O)=O)=CC=1.[NH+]1C=CC=CC=1. The product is [N+:1]([C:4]1[CH:5]=[C:6]([CH:7]=[CH:8][CH:9]=1)[O:10][CH:12]1[CH2:13][CH2:14][CH2:15][CH2:16][O:11]1)([O-:3])=[O:2].